From a dataset of NCI-60 drug combinations with 297,098 pairs across 59 cell lines. Regression. Given two drug SMILES strings and cell line genomic features, predict the synergy score measuring deviation from expected non-interaction effect. (1) Drug 1: CC1C(C(CC(O1)OC2CC(OC(C2O)C)OC3=CC4=CC5=C(C(=O)C(C(C5)C(C(=O)C(C(C)O)O)OC)OC6CC(C(C(O6)C)O)OC7CC(C(C(O7)C)O)OC8CC(C(C(O8)C)O)(C)O)C(=C4C(=C3C)O)O)O)O. Drug 2: CC(C)CN1C=NC2=C1C3=CC=CC=C3N=C2N. Cell line: DU-145. Synergy scores: CSS=16.6, Synergy_ZIP=0.547, Synergy_Bliss=1.58, Synergy_Loewe=-2.87, Synergy_HSA=-0.587. (2) Drug 1: CCC1(CC2CC(C3=C(CCN(C2)C1)C4=CC=CC=C4N3)(C5=C(C=C6C(=C5)C78CCN9C7C(C=CC9)(C(C(C8N6C)(C(=O)OC)O)OC(=O)C)CC)OC)C(=O)OC)O.OS(=O)(=O)O. Drug 2: CCCCCOC(=O)NC1=NC(=O)N(C=C1F)C2C(C(C(O2)C)O)O. Cell line: BT-549. Synergy scores: CSS=6.67, Synergy_ZIP=-3.73, Synergy_Bliss=-4.85, Synergy_Loewe=-0.969, Synergy_HSA=-2.00. (3) Drug 1: C1CCC(CC1)NC(=O)N(CCCl)N=O. Drug 2: C1=NC2=C(N1)C(=S)N=CN2. Cell line: TK-10. Synergy scores: CSS=1.08, Synergy_ZIP=-15.1, Synergy_Bliss=-34.3, Synergy_Loewe=-56.2, Synergy_HSA=-33.7. (4) Drug 1: CC12CCC3C(C1CCC2=O)CC(=C)C4=CC(=O)C=CC34C. Drug 2: CC1=C(C(=O)C2=C(C1=O)N3CC4C(C3(C2COC(=O)N)OC)N4)N. Cell line: RPMI-8226. Synergy scores: CSS=54.5, Synergy_ZIP=4.15, Synergy_Bliss=5.83, Synergy_Loewe=-7.79, Synergy_HSA=6.96. (5) Drug 1: CC1=C2C(C(=O)C3(C(CC4C(C3C(C(C2(C)C)(CC1OC(=O)C(C(C5=CC=CC=C5)NC(=O)OC(C)(C)C)O)O)OC(=O)C6=CC=CC=C6)(CO4)OC(=O)C)OC)C)OC. Drug 2: C1CNP(=O)(OC1)N(CCCl)CCCl. Cell line: T-47D. Synergy scores: CSS=35.4, Synergy_ZIP=2.14, Synergy_Bliss=3.32, Synergy_Loewe=-16.0, Synergy_HSA=4.49. (6) Drug 1: C1=NC2=C(N=C(N=C2N1C3C(C(C(O3)CO)O)F)Cl)N. Drug 2: CCC1=C2CN3C(=CC4=C(C3=O)COC(=O)C4(CC)O)C2=NC5=C1C=C(C=C5)O. Cell line: M14. Synergy scores: CSS=7.34, Synergy_ZIP=-2.62, Synergy_Bliss=-2.67, Synergy_Loewe=-12.9, Synergy_HSA=-2.40. (7) Drug 1: CN(C)N=NC1=C(NC=N1)C(=O)N. Drug 2: C1C(C(OC1N2C=NC3=C(N=C(N=C32)Cl)N)CO)O. Cell line: SK-OV-3. Synergy scores: CSS=6.75, Synergy_ZIP=3.61, Synergy_Bliss=0.0550, Synergy_Loewe=-0.216, Synergy_HSA=-0.642.